This data is from Forward reaction prediction with 1.9M reactions from USPTO patents (1976-2016). The task is: Predict the product of the given reaction. (1) Given the reactants [F:1][C:2]1[CH:10]=[CH:9][C:8]2[NH:7][C:6]3[CH:11]4[CH2:17][CH2:16][N:14]([CH2:15][C:5]=3[C:4]=2[CH:3]=1)[CH2:13][CH2:12]4.Br[C:19]1[CH:28]=[C:27]2[C:22]([CH:23]=[CH:24][N:25]=[CH:26]2)=[CH:21][CH:20]=1, predict the reaction product. The product is: [F:1][C:2]1[CH:10]=[CH:9][C:8]2[N:7]([C:19]3[CH:28]=[C:27]4[C:22]([CH:23]=[CH:24][N:25]=[CH:26]4)=[CH:21][CH:20]=3)[C:6]3[CH:11]4[CH2:12][CH2:13][N:14]([CH2:15][C:5]=3[C:4]=2[CH:3]=1)[CH2:16][CH2:17]4. (2) Given the reactants [NH:1]1[CH:9]=[C:7]([CH3:8])[C:5](=[O:6])[NH:4][C:2]1=[O:3].C([O-])([O-])=O.[K+].[K+].[Br:16][C:17]1[CH:24]=[CH:23][C:20]([CH2:21]Br)=[CH:19][CH:18]=1, predict the reaction product. The product is: [CH3:8][C:7]1[C:5](=[O:6])[NH:4][C:2](=[O:3])[N:1]([CH2:21][C:20]2[CH:23]=[CH:24][C:17]([Br:16])=[CH:18][CH:19]=2)[CH:9]=1. (3) Given the reactants [Cl:1][C:2]1[N:11]=[CH:10][C:9]2[CH2:8][CH2:7][CH2:6][C:5](=[O:12])[C:4]=2[N:3]=1.[Br:13]Br.O, predict the reaction product. The product is: [Br:13][CH:6]1[C:5](=[O:12])[C:4]2[N:3]=[C:2]([Cl:1])[N:11]=[CH:10][C:9]=2[CH2:8][CH2:7]1. (4) Given the reactants Br[C:2]1[CH:10]=[C:9]2[C:5]([CH:6]=[CH:7][NH:8]2)=[CH:4][CH:3]=1.[CH2:11]([O:13][C:14]([C:16]1[CH:17]=[C:18](B(O)O)[CH:19]=[CH:20][CH:21]=1)=[O:15])[CH3:12], predict the reaction product. The product is: [NH:8]1[C:9]2[C:5](=[CH:4][CH:3]=[C:2]([C:20]3[CH:21]=[C:16]([CH:17]=[CH:18][CH:19]=3)[C:14]([O:13][CH2:11][CH3:12])=[O:15])[CH:10]=2)[CH:6]=[CH:7]1.